This data is from Reaction yield outcomes from USPTO patents with 853,638 reactions. The task is: Predict the reaction yield, written as a fraction of the theoretical maximum amount of product (1.0 means a 100% yield; for example, 0.34 means a 34% yield). (1) The reactants are Br[C:2]1[CH:3]=[N:4][CH:5]=[C:6]2[C:11]=1[N:10]=[C:9]([C:12]([NH:14][CH2:15][C:16]1[CH:21]=[CH:20][N:19]=[CH:18][CH:17]=1)=[O:13])[CH:8]=[CH:7]2.[CH3:22][O:23][C:24]1[CH:25]=[C:26](B(O)O)[CH:27]=[CH:28][CH:29]=1.C(=O)([O-])[O-].[Cs+].[Cs+]. The catalyst is O1CCOCC1.O.C1(P([C-]2C=CC=C2)C2C=CC=CC=2)C=CC=CC=1.[C-]1(P(C2C=CC=CC=2)C2C=CC=CC=2)C=CC=C1.[Fe+2].[Pd](Cl)Cl. The product is [CH3:22][O:23][C:24]1[CH:29]=[C:28]([C:2]2[CH:3]=[N:4][CH:5]=[C:6]3[C:11]=2[N:10]=[C:9]([C:12]([NH:14][CH2:15][C:16]2[CH:21]=[CH:20][N:19]=[CH:18][CH:17]=2)=[O:13])[CH:8]=[CH:7]3)[CH:27]=[CH:26][CH:25]=1. The yield is 0.720. (2) The reactants are [Br:1][C:2]1[C:12]([N:13]([CH2:17][CH2:18]Cl)[CH2:14][CH2:15]Cl)=[C:11]([CH3:20])[C:5]2[CH2:6][C:7]([CH3:10])([CH3:9])[O:8][C:4]=2[C:3]=1[CH3:21].[CH3:22][O:23][C:24]1[CH:30]=[CH:29][C:27]([NH2:28])=[CH:26][CH:25]=1. No catalyst specified. The product is [Br:1][C:2]1[C:12]([N:13]2[CH2:17][CH2:18][N:28]([C:27]3[CH:29]=[CH:30][C:24]([O:23][CH3:22])=[CH:25][CH:26]=3)[CH2:15][CH2:14]2)=[C:11]([CH3:20])[C:5]2[CH2:6][C:7]([CH3:10])([CH3:9])[O:8][C:4]=2[C:3]=1[CH3:21]. The yield is 0.250. (3) The reactants are CO[C:3](=[O:21])[C:4]1[CH:9]=[CH:8][C:7]([O:10][CH2:11][C:12]2[C:13]([CH2:17][CH2:18][CH2:19][CH3:20])=[N:14][O:15][CH:16]=2)=[N:6][CH:5]=1.[F:22][C:23]([F:27])([F:26])[CH2:24][NH2:25]. No catalyst specified. The product is [CH2:17]([C:13]1[C:12]([CH2:11][O:10][C:7]2[CH:8]=[CH:9][C:4]([C:3]([NH:25][CH2:24][C:23]([F:27])([F:26])[F:22])=[O:21])=[CH:5][N:6]=2)=[CH:16][O:15][N:14]=1)[CH2:18][CH2:19][CH3:20]. The yield is 0.690. (4) The reactants are CC(C)([O-])C.[K+].[NH2:7][C:8]1[CH:13]=[C:12]([F:14])[C:11]([OH:15])=[C:10]([F:16])[CH:9]=1.[Cl:17][C:18]1[CH:23]=[C:22](Cl)[CH:21]=[CH:20][N:19]=1.O. The catalyst is CN(C)C(=O)C. The product is [Cl:17][C:18]1[CH:23]=[C:22]([O:15][C:11]2[C:12]([F:14])=[CH:13][C:8]([NH2:7])=[CH:9][C:10]=2[F:16])[CH:21]=[CH:20][N:19]=1. The yield is 0.590. (5) The reactants are [O:1]1[CH2:6][CH2:5][N:4]([CH2:7][C:8]2[CH:29]=[CH:28][CH:27]=[CH:26][C:9]=2[O:10][CH2:11][CH2:12][N:13]2[C:21]3[C:16](=[CH:17][CH:18]=[C:19]([C:22](OC)=[O:23])[CH:20]=3)[CH:15]=[CH:14]2)[CH2:3][CH2:2]1.[OH-:30].[Na+].[NH2:32]O.O. The catalyst is CO. The product is [O:1]1[CH2:2][CH2:3][N:4]([CH2:7][C:8]2[CH:29]=[CH:28][CH:27]=[CH:26][C:9]=2[O:10][CH2:11][CH2:12][N:13]2[C:21]3[C:16](=[CH:17][CH:18]=[C:19]([C:22]([NH:32][OH:30])=[O:23])[CH:20]=3)[CH:15]=[CH:14]2)[CH2:5][CH2:6]1. The yield is 0.290. (6) The reactants are [CH3:1][N:2]1[CH:7]=[C:6](B2OC(C)(C)C(C)(C)O2)[CH:5]=[C:4]([NH:17][C:18]2[CH:23]=[CH:22][N:21]=[C:20]([CH3:24])[N:19]=2)[C:3]1=[O:25].Cl[C:27]1[CH:32]=[CH:31][N:30]=[C:29]([N:33]2[CH2:44][CH2:43][N:42]3[C:35](=[CH:36][C:37]4[CH2:38][C:39]([CH3:46])([CH3:45])[CH2:40][C:41]=43)[C:34]2=[O:47])[C:28]=1[CH:48]=[O:49].[O-]P([O-])([O-])=O.[K+].[K+].[K+].C([O-])(=O)C.[Na+]. The catalyst is C1C=CC(P(C2C=CC=CC=2)[C-]2C=CC=C2)=CC=1.C1C=CC(P(C2C=CC=CC=2)[C-]2C=CC=C2)=CC=1.Cl[Pd]Cl.[Fe+2].O.C(#N)C. The product is [CH3:1][N:2]1[C:3](=[O:25])[C:4]([NH:17][C:18]2[CH:23]=[CH:22][N:21]=[C:20]([CH3:24])[N:19]=2)=[CH:5][C:6]([C:27]2[C:28]([CH:48]=[O:49])=[C:29]([N:33]3[CH2:44][CH2:43][N:42]4[C:35](=[CH:36][C:37]5[CH2:38][C:39]([CH3:45])([CH3:46])[CH2:40][C:41]=54)[C:34]3=[O:47])[N:30]=[CH:31][CH:32]=2)=[CH:7]1. The yield is 0.570. (7) The reactants are CC([O-])(C)C.[K+].[NH2:7][C:8]1[CH:13]=[CH:12][C:11]([OH:14])=[C:10]([Cl:15])[CH:9]=1.[Cl:16][C:17]1[CH:22]=[C:21](Cl)[CH:20]=[CH:19][N:18]=1. The catalyst is CN(C=O)C.O.CCOC(C)=O. The product is [Cl:15][C:10]1[CH:9]=[C:8]([NH2:7])[CH:13]=[CH:12][C:11]=1[O:14][C:21]1[CH:20]=[CH:19][N:18]=[C:17]([Cl:16])[CH:22]=1. The yield is 0.500.